This data is from Peptide-MHC class I binding affinity with 185,985 pairs from IEDB/IMGT. The task is: Regression. Given a peptide amino acid sequence and an MHC pseudo amino acid sequence, predict their binding affinity value. This is MHC class I binding data. (1) The peptide sequence is TVFYNIPPM. The MHC is HLA-B44:02 with pseudo-sequence HLA-B44:02. The binding affinity (normalized) is 0.213. (2) The peptide sequence is MPYNILDRI. The MHC is Patr-B1301 with pseudo-sequence Patr-B1301. The binding affinity (normalized) is 0.662. (3) The peptide sequence is FPFKKAAAF. The binding affinity (normalized) is 0.387. The MHC is Mamu-B17 with pseudo-sequence Mamu-B17. (4) The peptide sequence is CPFLFLIVL. The MHC is HLA-B35:01 with pseudo-sequence HLA-B35:01. The binding affinity (normalized) is 0.443. (5) The peptide sequence is ARKKIQKGV. The binding affinity (normalized) is 0.544. The MHC is HLA-B27:05 with pseudo-sequence HLA-B27:05.